This data is from Catalyst prediction with 721,799 reactions and 888 catalyst types from USPTO. The task is: Predict which catalyst facilitates the given reaction. (1) Reactant: [Cl:1][C:2]1[CH:3]=[C:4]([CH:8]=[CH:9][C:10](O)=[O:11])[CH:5]=[CH:6][CH:7]=1.S(=O)(=O)(O)O. Product: [Cl:1][C:2]1[CH:3]=[C:4]([CH:8]=[CH:9][CH2:10][OH:11])[CH:5]=[CH:6][CH:7]=1. The catalyst class is: 5. (2) Reactant: Br[C:2]1[CH:7]=[CH:6][C:5]([CH3:8])=[CH:4][N:3]=1.[Cu](C#N)[C:10]#[N:11].N. Product: [CH3:8][C:5]1[CH:6]=[CH:7][C:2]([C:10]#[N:11])=[N:3][CH:4]=1. The catalyst class is: 9. (3) Reactant: [NH:1]1[CH2:6][CH2:5][S:4][CH2:3][C:2]1=[O:7].[F:8][C:9]([F:18])([F:17])[C:10]1[CH:15]=[CH:14][C:13](I)=[CH:12][CH:11]=1. Product: [F:8][C:9]([F:18])([F:17])[C:10]1[CH:15]=[CH:14][C:13]([N:1]2[CH2:6][CH2:5][S:4][CH2:3][C:2]2=[O:7])=[CH:12][CH:11]=1. The catalyst class is: 536. (4) Reactant: [CH2:1]([CH:3]([NH:6][C:7]1[CH:12]=[C:11]([CH3:13])[N:10]=[C:9]([O:14][C:15]2[C:20]([CH3:21])=[CH:19][C:18]([CH3:22])=[CH:17][C:16]=2[CH3:23])[C:8]=1[NH2:24])[CH2:4][CH3:5])[CH3:2].[Cl:25][CH2:26][C:27](Cl)=[O:28].C(N(CC)CC)C. Product: [Cl:25][CH2:26][C:27]([NH:24][C:8]1[C:9]([O:14][C:15]2[C:20]([CH3:21])=[CH:19][C:18]([CH3:22])=[CH:17][C:16]=2[CH3:23])=[N:10][C:11]([CH3:13])=[CH:12][C:7]=1[NH:6][CH:3]([CH2:4][CH3:5])[CH2:1][CH3:2])=[O:28]. The catalyst class is: 1. (5) Reactant: [CH3:1][NH2:2].Cl[C:4]1[N:9]=[C:8]([Cl:10])[N:7]=[C:6]([NH:11][C@@H:12]2[CH2:17][CH2:16][C@H:15]([C:18]([OH:20])=[O:19])[CH2:14][CH2:13]2)[N:5]=1.[OH-].[Na+]. Product: [Cl:10][C:8]1[N:9]=[C:4]([NH:2][CH3:1])[N:5]=[C:6]([NH:11][C@@H:12]2[CH2:17][CH2:16][C@H:15]([C:18]([OH:20])=[O:19])[CH2:14][CH2:13]2)[N:7]=1. The catalyst class is: 144. (6) Reactant: [N-:1]=[N+:2]=[N-:3].[Na+].[C:5]([O:9][C:10]([NH:12][CH2:13][CH2:14][O:15][CH2:16][CH:17]=S(=O)=O)=[O:11])([CH3:8])([CH3:7])[CH3:6].O. Product: [C:5]([O:9][C:10]([NH:12][CH2:13][CH2:14][O:15][CH2:16][CH2:17][N:1]=[N+:2]=[N-:3])=[O:11])([CH3:8])([CH3:7])[CH3:6]. The catalyst class is: 9. (7) Reactant: [O:1]1[CH2:6][CH2:5][C:4](=O)[CH2:3][CH2:2]1.[N:8]1([C:14]([O:16][C:17]([CH3:20])([CH3:19])[CH3:18])=[O:15])[CH2:13][CH2:12][NH:11][CH2:10][CH2:9]1.N1C=[CH:24]N=N1.C[Mg]Cl.[Cl-].[NH4+]. Product: [CH3:24][C:4]1([N:11]2[CH2:12][CH2:13][N:8]([C:14]([O:16][C:17]([CH3:20])([CH3:19])[CH3:18])=[O:15])[CH2:9][CH2:10]2)[CH2:5][CH2:6][O:1][CH2:2][CH2:3]1. The catalyst class is: 93.